This data is from Forward reaction prediction with 1.9M reactions from USPTO patents (1976-2016). The task is: Predict the product of the given reaction. Given the reactants [N+:1]([C:4]1[CH:9]=[C:8]([N+:10]([O-:12])=[O:11])[CH:7]=[CH:6][C:5]=1[S:13]([OH:16])(=[O:15])=[O:14])([O-:3])=[O:2].C(O)(=[O:19])C.C(O)(=O)C.[I:25][C:26]1[CH:31]=[CH:30][CH:29]=[CH:28][CH:27]=1, predict the reaction product. The product is: [OH:19][I:25]([C:26]1[CH:31]=[CH:30][CH:29]=[CH:28][CH:27]=1)[O:14][S:13]([C:5]1[CH:6]=[CH:7][C:8]([N+:10]([O-:12])=[O:11])=[CH:9][C:4]=1[N+:1]([O-:3])=[O:2])(=[O:16])=[O:15].